This data is from Forward reaction prediction with 1.9M reactions from USPTO patents (1976-2016). The task is: Predict the product of the given reaction. (1) Given the reactants [CH:1]1([CH2:7][Mg]Cl)[CH2:6][CH2:5][CH2:4][CH2:3][CH2:2]1.CON(C)[C:13]([C:15]1[N:16]=[C:17]([CH:20]2[CH2:25][CH2:24][N:23]([C:26]([O:28][C:29]([CH3:32])([CH3:31])[CH3:30])=[O:27])[CH2:22][CH2:21]2)[S:18][CH:19]=1)=[O:14].[Cl-].[NH4+], predict the reaction product. The product is: [CH:1]1([CH2:7][C:13]([C:15]2[N:16]=[C:17]([CH:20]3[CH2:21][CH2:22][N:23]([C:26]([O:28][C:29]([CH3:32])([CH3:31])[CH3:30])=[O:27])[CH2:24][CH2:25]3)[S:18][CH:19]=2)=[O:14])[CH2:6][CH2:5][CH2:4][CH2:3][CH2:2]1. (2) Given the reactants [OH:1][C:2]1[C:23]([CH3:24])=[CH:22][C:5]([CH2:6][NH:7][C:8]([C:10]2[S:17][C:16]([CH3:18])=[C:15]3[C:11]=2[CH2:12][C@H:13]2[C:19]([CH3:21])([CH3:20])[C@H:14]23)=[O:9])=[CH:4][C:3]=1[CH3:25].[OH-].[Na+].[Na+].[I-].Br[CH2:31][CH2:32][OH:33], predict the reaction product. The product is: [OH:33][CH2:32][CH2:31][O:1][C:2]1[C:23]([CH3:24])=[CH:22][C:5]([CH2:6][NH:7][C:8]([C:10]2[S:17][C:16]([CH3:18])=[C:15]3[C:11]=2[CH2:12][C@H:13]2[C:19]([CH3:21])([CH3:20])[C@H:14]23)=[O:9])=[CH:4][C:3]=1[CH3:25]. (3) Given the reactants [NH2:1][C@H:2]1[C:8](=[O:9])[N:7]([CH3:10])[C:6]2[CH:11]=[CH:12][CH:13]=[CH:14][C:5]=2[C:4]([C:15]2[CH:20]=[CH:19][CH:18]=[CH:17][CH:16]=2)=[N:3]1.[Cl:21][C:22]1[CH:23]=[C:24]([CH2:29][C@@H:30]([C:34]2[CH:39]=[CH:38][CH:37]=[CH:36][CH:35]=2)[C:31](O)=[O:32])[CH:25]=[CH:26][C:27]=1[Cl:28], predict the reaction product. The product is: [Cl:21][C:22]1[CH:23]=[C:24]([CH2:29][C@@H:30]([C:34]2[CH:35]=[CH:36][CH:37]=[CH:38][CH:39]=2)[C:31]([NH:1][C@H:2]2[C:8](=[O:9])[N:7]([CH3:10])[C:6]3[CH:11]=[CH:12][CH:13]=[CH:14][C:5]=3[C:4]([C:15]3[CH:20]=[CH:19][CH:18]=[CH:17][CH:16]=3)=[N:3]2)=[O:32])[CH:25]=[CH:26][C:27]=1[Cl:28]. (4) Given the reactants C([O:5][C:6](=[O:43])[CH2:7][NH:8][C:9](=[O:42])[CH2:10][C:11]1[CH:20]=[CH:19][CH:18]=[C:17]2[C:12]=1[C:13](=[O:41])[N:14]([C:22]1[CH:27]=[CH:26][CH:25]=[C:24]([S:28]([N:31]3[C:40]4[C:35](=[CH:36][CH:37]=[CH:38][CH:39]=4)[CH2:34][CH2:33][CH2:32]3)(=[O:30])=[O:29])[CH:23]=1)[C:15](=[O:21])[NH:16]2)(C)(C)C, predict the reaction product. The product is: [N:31]1([S:28]([C:24]2[CH:23]=[C:22]([N:14]3[C:13](=[O:41])[C:12]4[C:17](=[CH:18][CH:19]=[CH:20][C:11]=4[CH2:10][C:9]([NH:8][CH2:7][C:6]([OH:43])=[O:5])=[O:42])[NH:16][C:15]3=[O:21])[CH:27]=[CH:26][CH:25]=2)(=[O:30])=[O:29])[C:40]2[C:35](=[CH:36][CH:37]=[CH:38][CH:39]=2)[CH2:34][CH2:33][CH2:32]1.